This data is from Forward reaction prediction with 1.9M reactions from USPTO patents (1976-2016). The task is: Predict the product of the given reaction. (1) Given the reactants FC(F)(F)S(O[C:7]1[C:12]([CH3:13])=[CH:11][C:10]([N+:14]([O-:16])=[O:15])=[CH:9][C:8]=1[CH3:17])(=O)=O.O.[Br-:21].[Li+], predict the reaction product. The product is: [Br:21][C:7]1[C:12]([CH3:13])=[CH:11][C:10]([N+:14]([O-:16])=[O:15])=[CH:9][C:8]=1[CH3:17]. (2) Given the reactants [F:1][C:2]1[CH:7]=[C:6]([F:8])[CH:5]=[CH:4][C:3]=1[C@@H:9]1[CH2:12][CH2:11][C@@H:10]1[NH:13]C=O.[ClH:16], predict the reaction product. The product is: [ClH:16].[F:1][C:2]1[CH:7]=[C:6]([F:8])[CH:5]=[CH:4][C:3]=1[C@@H:9]1[CH2:12][CH2:11][C@@H:10]1[NH2:13]. (3) Given the reactants [C:1]([O:5][C@@H:6]([C:10]1[C:34]([CH3:35])=[CH:33][C:13]2[N:14]=[C:15]([N:17]3[CH2:22][CH2:21][O:20][C@@H:19]([C:23]4[CH:24]=[C:25]5[C:29](=[CH:30][CH:31]=4)[N:28]([CH3:32])[N:27]=[CH:26]5)[CH2:18]3)[S:16][C:12]=2[C:11]=1[C:36]1[CH:41]=[CH:40][C:39]([Cl:42])=[CH:38][CH:37]=1)[C:7]([OH:9])=[O:8])([CH3:4])([CH3:3])[CH3:2].[C:43]([O:47][C@@H:48]([C:52]1[C:76]([CH3:77])=[CH:75][C:55]2[N:56]=[C:57]([N:59]3[CH2:64][CH2:63][O:62][CH:61]([C:65]4[CH:66]=[C:67]5[C:71](=[CH:72][CH:73]=4)[N:70]([CH3:74])[N:69]=[CH:68]5)[CH2:60]3)[S:58][C:54]=2[C:53]=1[C:78]1[CH:83]=[CH:82][C:81]([Cl:84])=[CH:80][CH:79]=1)[C:49]([OH:51])=[O:50])([CH3:46])([CH3:45])[CH3:44], predict the reaction product. The product is: [C:1]([O:5][C@@H:6]([C:10]1[C:34]([CH3:35])=[CH:33][C:13]2[N:14]=[C:15]([N:17]3[CH2:22][CH2:21][O:20][C@H:19]([C:23]4[CH:24]=[C:25]5[C:29](=[CH:30][CH:31]=4)[N:28]([CH3:32])[N:27]=[CH:26]5)[CH2:18]3)[S:16][C:12]=2[C:11]=1[C:36]1[CH:37]=[CH:38][C:39]([Cl:42])=[CH:40][CH:41]=1)[C:7]([OH:9])=[O:8])([CH3:4])([CH3:2])[CH3:3].[C:43]([O:47][C@@H:48]([C:52]1[C:76]([CH3:77])=[CH:75][C:55]2[N:56]=[C:57]([N:59]3[CH2:64][CH2:63][O:62][C@@H:61]([C:65]4[CH:66]=[C:67]5[C:71](=[CH:72][CH:73]=4)[N:70]([CH3:74])[N:69]=[CH:68]5)[CH2:60]3)[S:58][C:54]=2[C:53]=1[C:78]1[CH:79]=[CH:80][C:81]([Cl:84])=[CH:82][CH:83]=1)[C:49]([OH:51])=[O:50])([CH3:46])([CH3:44])[CH3:45]. (4) Given the reactants [NH2:1][C:2]1[C:11](I)=[CH:10][C:5]([C:6]([O:8][CH3:9])=[O:7])=[C:4]([Cl:13])[CH:3]=1.CCN(CC)CC.[CH2:21]([O:24][CH3:25])[C:22]#[CH:23], predict the reaction product. The product is: [NH2:1][C:2]1[C:11]([C:23]#[C:22][CH2:21][O:24][CH3:25])=[CH:10][C:5]([C:6]([O:8][CH3:9])=[O:7])=[C:4]([Cl:13])[CH:3]=1. (5) Given the reactants [Si:1]([O:8][C@H:9]1[CH2:14][CH2:13][C@H:12]([N:15]2[CH:19]=[C:18]([C:20]3[CH:25]=[N:24][C:23]([NH2:26])=[C:22]4[O:27][C:28](Cl)=[CH:29][C:21]=34)[CH:17]=[N:16]2)[CH2:11][CH2:10]1)([C:4]([CH3:7])([CH3:6])[CH3:5])([CH3:3])[CH3:2].[F:31][C:32]([F:47])([F:46])[C:33]1[CH:34]=[C:35](B(O)O)[CH:36]=[C:37]([C:39]([F:42])([F:41])[F:40])[CH:38]=1.C(=O)([O-])[O-].[K+].[K+], predict the reaction product. The product is: [F:31][C:32]([F:46])([F:47])[C:33]1[CH:34]=[C:35]([C:28]2[O:27][C:22]3=[C:23]([NH2:26])[N:24]=[CH:25][C:20]([C:18]4[CH:17]=[N:16][N:15]([C@H:12]5[CH2:13][CH2:14][C@H:9]([O:8][Si:1]([C:4]([CH3:7])([CH3:6])[CH3:5])([CH3:3])[CH3:2])[CH2:10][CH2:11]5)[CH:19]=4)=[C:21]3[CH:29]=2)[CH:36]=[C:37]([C:39]([F:40])([F:41])[F:42])[CH:38]=1. (6) Given the reactants [CH3:1][P:2]([O:6]CC)[O:3][CH2:4][CH3:5].Br[C:10]1[CH:11]=[C:12](/[CH:16]=[CH:17]/[C:18]([O:20][C:21]([CH3:24])([CH3:23])[CH3:22])=[O:19])[CH:13]=[CH:14][CH:15]=1.C(N(CC)CC)C, predict the reaction product. The product is: [CH2:4]([O:3][P:2]([C:10]1[CH:11]=[C:12](/[CH:16]=[CH:17]/[C:18]([O:20][C:21]([CH3:24])([CH3:23])[CH3:22])=[O:19])[CH:13]=[CH:14][CH:15]=1)([CH3:1])=[O:6])[CH3:5].